From a dataset of Plasma protein binding rate (PPBR) regression data from AstraZeneca. Regression/Classification. Given a drug SMILES string, predict its absorption, distribution, metabolism, or excretion properties. Task type varies by dataset: regression for continuous measurements (e.g., permeability, clearance, half-life) or binary classification for categorical outcomes (e.g., BBB penetration, CYP inhibition). For this dataset (ppbr_az), we predict Y. (1) The compound is CCN(CC)CCCC(C)Nc1c2ccc(Cl)cc2nc2ccc(OC)cc12. The Y is 88.6 %. (2) The molecule is Cc1cc(OCCCS(C)(=O)=O)cc(C)c1-c1cccc(COc2ccc3c(c2)OC[C@H]3CC(=O)O)c1. The Y is 99.6 %. (3) The molecule is NC(=O)c1cnc(N[C@H]2CCCNC2)c2cc(-c3ccc(Cl)c(F)c3)sc12. The Y is 98.9 %. (4) The molecule is CC1=C(C(=O)OCc2ccccc2)C(c2cccs2)NC(=O)N1. The Y is 97.3 %. (5) The Y is 86.0 %. The compound is O=c1nc(N2CCOCC2)cc(N(CCO)Cc2cccc3ccccc23)[nH]1.